This data is from Full USPTO retrosynthesis dataset with 1.9M reactions from patents (1976-2016). The task is: Predict the reactants needed to synthesize the given product. (1) Given the product [CH3:52][O:51][N:45]([CH2:46][C:47]([F:48])([F:49])[F:50])[C:43]([C:40]1([NH:39][C:10](=[O:11])[C:9]2[CH:13]=[CH:14][C:6](/[CH:5]=[CH:4]/[CH:3]([C:19]3[CH:20]=[C:21]([Cl:27])[C:22]([Cl:26])=[C:23]([Cl:25])[CH:24]=3)[C:2]([F:28])([F:29])[F:1])=[CH:7][C:8]=2[C:15]([F:18])([F:16])[F:17])[CH2:42][CH2:41]1)=[O:44], predict the reactants needed to synthesize it. The reactants are: [F:1][C:2]([F:29])([F:28])[CH:3]([C:19]1[CH:24]=[C:23]([Cl:25])[C:22]([Cl:26])=[C:21]([Cl:27])[CH:20]=1)/[CH:4]=[CH:5]/[C:6]1[CH:14]=[CH:13][C:9]([C:10](O)=[O:11])=[C:8]([C:15]([F:18])([F:17])[F:16])[CH:7]=1.ClCCCl.S(Cl)(Cl)=O.Cl.[NH2:39][C:40]1([C:43]([N:45]([O:51][CH3:52])[CH2:46][C:47]([F:50])([F:49])[F:48])=[O:44])[CH2:42][CH2:41]1. (2) Given the product [NH2:12][C:5]1[C:6]([C:8]([O:10][CH3:11])=[O:9])=[N:7][C:2]([F:1])=[CH:3][N:4]=1, predict the reactants needed to synthesize it. The reactants are: [F:1][C:2]1[N:7]=[C:6]([C:8]([O:10][CH3:11])=[O:9])[C:5]([N+:12]([O-])=O)=[N:4][CH:3]=1.[H][H]. (3) Given the product [CH3:21][O:20][C:10]1[C:8]2[N:9]=[C:5]([NH2:4])[S:6][C:7]=2[C:13]([CH:14]2[CH2:19][CH2:18][CH2:17][CH2:16][O:15]2)=[CH:12][CH:11]=1, predict the reactants needed to synthesize it. The reactants are: COC(=O)[NH:4][C:5]1[S:6][C:7]2[C:13]([CH:14]3[CH2:19][CH2:18][CH2:17][CH2:16][O:15]3)=[CH:12][CH:11]=[C:10]([O:20][CH3:21])[C:8]=2[N:9]=1.[OH-].[Na+].O. (4) The reactants are: Br[C:2]1[N:6]2[CH:7]=[CH:8][N:9]=[C:10](Cl)[C:5]2=[N:4][CH:3]=1.C(OC([N:19]1[CH2:24][CH2:23][CH:22]([NH2:25])[CH2:21][CH2:20]1)=O)(C)(C)C.CS[C:28]1[N:33]=[C:32]([Sn](CCCC)(CCCC)CCCC)[CH:31]=[CH:30][N:29]=1.[CH3:47][NH2:48]. Given the product [CH3:47][NH:48][C:28]1[N:33]=[C:32]([C:2]2[N:6]3[CH:7]=[CH:8][N:9]=[C:10]([NH:25][CH:22]4[CH2:21][CH2:20][NH:19][CH2:24][CH2:23]4)[C:5]3=[N:4][CH:3]=2)[CH:31]=[CH:30][N:29]=1, predict the reactants needed to synthesize it. (5) Given the product [Br:11][C:7]1[CH:6]=[N:5][CH:4]=[C:3]([N+:8]([O-:10])=[O:9])[C:2]=1[OH:1], predict the reactants needed to synthesize it. The reactants are: [OH:1][C:2]1[CH:7]=[CH:6][N:5]=[CH:4][C:3]=1[N+:8]([O-:10])=[O:9].[Br-:11]. (6) Given the product [Br:16][C:17]1[C:18]([CH2:27][CH3:28])=[N:19][CH:20]=[C:21]([CH:26]=1)[C:22]([O:14][CH2:10][CH3:4])=[O:23], predict the reactants needed to synthesize it. The reactants are: BrC1C=[C:4]([C:10]2[O:14]C(=O)NN=2)C=NC=1CC.[Br:16][C:17]1[C:18]([CH2:27][CH3:28])=[N:19][CH:20]=[C:21]([CH:26]=1)[C:22](NN)=[O:23].C(N(C(C)C)CC)(C)C.ClC(Cl)(OC(=O)OC(Cl)(Cl)Cl)Cl. (7) Given the product [Br:1][C:16]1[C:15]([N+:27]([O-:29])=[O:28])=[CH:14][C:13]([Br:12])=[C:18]([O:19][CH2:20][CH2:21][CH2:22][CH:23]([CH3:25])[CH3:24])[N:17]=1, predict the reactants needed to synthesize it. The reactants are: [BrH:1].N([O-])=O.[K+].C(=O)([O-])[O-].[Na+].[Na+].[Br:12][C:13]1[CH:14]=[C:15]([N+:27]([O-:29])=[O:28])[C:16](N)=[N:17][C:18]=1[O:19][CH2:20][CH2:21][CH2:22][CH:23]([CH3:25])[CH3:24]. (8) Given the product [C:3]([C:7]1[CH:12]=[C:11]([Cl:13])[CH:10]=[CH:9][C:8]=1[N:14]1[CH2:19][CH2:18][N:17]([C:27]([C:24]2[N:25]=[CH:26][C:21]([OH:20])=[CH:22][CH:23]=2)=[O:28])[CH2:16][CH2:15]1)([CH3:6])([CH3:4])[CH3:5], predict the reactants needed to synthesize it. The reactants are: Cl.Cl.[C:3]([C:7]1[CH:12]=[C:11]([Cl:13])[CH:10]=[CH:9][C:8]=1[N:14]1[CH2:19][CH2:18][NH:17][CH2:16][CH2:15]1)([CH3:6])([CH3:5])[CH3:4].[OH:20][C:21]1[CH:22]=[CH:23][C:24]([C:27](O)=[O:28])=[N:25][CH:26]=1.C(N(CC)CC)C.CCN=C=NCCCN(C)C.C1C=CC2N(O)N=NC=2C=1.C([O-])(O)=O.[Na+]. (9) Given the product [N:1]1[CH:6]=[CH:5][C:4]([C:7]2[CH:19]=[CH:18][C:10]3[S:11][C:12]([C:14]([OH:16])=[O:15])=[CH:13][C:9]=3[CH:8]=2)=[CH:3][CH:2]=1, predict the reactants needed to synthesize it. The reactants are: [N:1]1[CH:6]=[CH:5][C:4]([C:7]2[CH:19]=[CH:18][C:10]3[S:11][C:12]([C:14]([O:16]C)=[O:15])=[CH:13][C:9]=3[CH:8]=2)=[CH:3][CH:2]=1.O.[OH-].[Li+].O.